This data is from Forward reaction prediction with 1.9M reactions from USPTO patents (1976-2016). The task is: Predict the product of the given reaction. Given the reactants [Cl:1][C:2]1[CH:9]=[C:8]([Cl:10])[CH:7]=[CH:6][C:3]=1[CH2:4][NH2:5].[Cl:11][CH2:12][C:13](Cl)=[O:14].C(N(CC)CC)C.C1C=C2C(C(O)(O)C(=O)C2=CC=1)=O, predict the reaction product. The product is: [Cl:1][C:2]1[CH:9]=[C:8]([Cl:10])[CH:7]=[CH:6][C:3]=1[CH2:4][NH:5][C:13](=[O:14])[CH2:12][Cl:11].